Dataset: Retrosynthesis with 50K atom-mapped reactions and 10 reaction types from USPTO. Task: Predict the reactants needed to synthesize the given product. Given the product O=S(=O)(c1ccc(Br)cc1)N1CCC(O)CC1, predict the reactants needed to synthesize it. The reactants are: O=S(=O)(Cl)c1ccc(Br)cc1.OC1CCNCC1.